This data is from Peptide-MHC class II binding affinity with 134,281 pairs from IEDB. The task is: Regression. Given a peptide amino acid sequence and an MHC pseudo amino acid sequence, predict their binding affinity value. This is MHC class II binding data. (1) The MHC is HLA-DPA10201-DPB10101 with pseudo-sequence HLA-DPA10201-DPB10101. The peptide sequence is IEGITLLNAKFFHMN. The binding affinity (normalized) is 0.465. (2) The peptide sequence is LEKISNEIKIVATPD. The MHC is DRB1_0901 with pseudo-sequence DRB1_0901. The binding affinity (normalized) is 0.301.